Predict the reactants needed to synthesize the given product. From a dataset of Full USPTO retrosynthesis dataset with 1.9M reactions from patents (1976-2016). (1) Given the product [CH3:11][N:10]1[C:9]2[CH:8]=[CH:7][C:4]([C:5]#[N:6])=[CH:3][C:2]=2[N:1]=[C:27]1[NH:12][C:13]1[S:14][C:15]2[CH:21]=[C:20]([O:22][C:23]([F:26])([F:24])[F:25])[CH:19]=[CH:18][C:16]=2[N:17]=1, predict the reactants needed to synthesize it. The reactants are: [NH2:1][C:2]1[CH:3]=[C:4]([CH:7]=[CH:8][C:9]=1[NH:10][CH3:11])[C:5]#[N:6].[NH2:12][C:13]1[S:14][C:15]2[CH:21]=[C:20]([O:22][C:23]([F:26])([F:25])[F:24])[CH:19]=[CH:18][C:16]=2[N:17]=1.[C:27](N1C=CN=C1)(N1C=CN=C1)=S. (2) Given the product [CH2:19]([N:21]([CH:22]1[CH2:30][CH2:29][C:25]2[N:26]=[CH:27][S:28][C:24]=2[CH2:23]1)[CH2:2][CH2:3][CH2:4][CH2:5][NH:6][C:7]([C:9]1[CH:18]=[CH:17][C:16]2[C:11](=[CH:12][CH:13]=[CH:14][CH:15]=2)[CH:10]=1)=[O:8])[CH3:20], predict the reactants needed to synthesize it. The reactants are: O=[CH:2][CH2:3][CH2:4][CH2:5][NH:6][C:7]([C:9]1[CH:18]=[CH:17][C:16]2[C:11](=[CH:12][CH:13]=[CH:14][CH:15]=2)[CH:10]=1)=[O:8].[CH2:19]([NH:21][CH:22]1[CH2:30][CH2:29][C:25]2[N:26]=[CH:27][S:28][C:24]=2[CH2:23]1)[CH3:20].